This data is from NCI-60 drug combinations with 297,098 pairs across 59 cell lines. The task is: Regression. Given two drug SMILES strings and cell line genomic features, predict the synergy score measuring deviation from expected non-interaction effect. (1) Synergy scores: CSS=-19.3, Synergy_ZIP=4.16, Synergy_Bliss=-6.76, Synergy_Loewe=-20.2, Synergy_HSA=-21.0. Drug 1: CN(C(=O)NC(C=O)C(C(C(CO)O)O)O)N=O. Drug 2: COCCOC1=C(C=C2C(=C1)C(=NC=N2)NC3=CC=CC(=C3)C#C)OCCOC.Cl. Cell line: SF-539. (2) Drug 1: C1=CC(=C2C(=C1NCCNCCO)C(=O)C3=C(C=CC(=C3C2=O)O)O)NCCNCCO. Drug 2: CC1=C(C(CCC1)(C)C)C=CC(=CC=CC(=CC(=O)O)C)C. Cell line: IGROV1. Synergy scores: CSS=39.3, Synergy_ZIP=1.62, Synergy_Bliss=3.43, Synergy_Loewe=-5.23, Synergy_HSA=6.44.